From a dataset of Forward reaction prediction with 1.9M reactions from USPTO patents (1976-2016). Predict the product of the given reaction. (1) Given the reactants [ClH:1].O1CCOCC1.C(O)=O.[NH2:11][C:12]1[N:17]=[CH:16][N:15]=[C:14]2[N:18]([CH:29]([C:31]3[O:32][C:33](=[O:58])[C:34]4[C:39]([C:40]=3[C:41]3[CH2:46][CH2:45][N:44]([CH:47]5[CH2:50][N:49](C(OC(C)(C)C)=O)[CH2:48]5)[CH2:43][CH:42]=3)=[CH:38][CH:37]=[CH:36][CH:35]=4)[CH3:30])[N:19]=[C:20]([C:21]3[CH:26]=[C:25]([OH:27])[CH:24]=[C:23]([F:28])[CH:22]=3)[C:13]=12, predict the reaction product. The product is: [ClH:1].[ClH:1].[NH2:11][C:12]1[N:17]=[CH:16][N:15]=[C:14]2[N:18]([CH:29]([C:31]3[O:32][C:33](=[O:58])[C:34]4[C:39]([C:40]=3[C:41]3[CH2:46][CH2:45][N:44]([CH:47]5[CH2:50][NH:49][CH2:48]5)[CH2:43][CH:42]=3)=[CH:38][CH:37]=[CH:36][CH:35]=4)[CH3:30])[N:19]=[C:20]([C:21]3[CH:26]=[C:25]([OH:27])[CH:24]=[C:23]([F:28])[CH:22]=3)[C:13]=12. (2) The product is: [NH2:2][C:1]1[C:3]2[CH:4]=[C:5]([N+:18]([O-:20])=[O:19])[C:6]([NH:10][C:11](=[O:17])[O:12][C:13]([CH3:16])([CH3:15])[CH3:14])=[CH:7][C:8]=2[O:25][N:24]=1. Given the reactants [C:1]([C:3]1[C:8](F)=[CH:7][C:6]([NH:10][C:11](=[O:17])[O:12][C:13]([CH3:16])([CH3:15])[CH3:14])=[C:5]([N+:18]([O-:20])=[O:19])[CH:4]=1)#[N:2].C([NH:24][OH:25])(=O)C.C(=O)([O-])[O-].[K+].[K+].CN(C=O)C, predict the reaction product. (3) Given the reactants Cl[C:2]1[CH:7]=[C:6]([C:8]#[N:9])[CH:5]=[CH:4][N:3]=1.[CH2:10]([NH2:16])[CH2:11][CH2:12][CH2:13][CH2:14][CH3:15].O, predict the reaction product. The product is: [CH2:10]([NH:16][C:2]1[CH:7]=[C:6]([CH:5]=[CH:4][N:3]=1)[C:8]#[N:9])[CH2:11][CH2:12][CH2:13][CH2:14][CH3:15]. (4) Given the reactants [F:1][C:2]1([F:24])[C:10]2([C:18]3[C:13](=[N:14][CH:15]=[CH:16][CH:17]=3)[NH:12][C:11]2=[O:19])[CH2:9][C:8]2[C:3]1=[CH:4][C:5]([C:20]([O:22]C)=[O:21])=[CH:6][CH:7]=2.[OH-].[Na+].Cl, predict the reaction product. The product is: [F:24][C:2]1([F:1])[C:10]2([C:18]3[C:13](=[N:14][CH:15]=[CH:16][CH:17]=3)[NH:12][C:11]2=[O:19])[CH2:9][C:8]2[C:3]1=[CH:4][C:5]([C:20]([OH:22])=[O:21])=[CH:6][CH:7]=2. (5) The product is: [C:25]([N:17]([CH2:18][C:19]1[CH:24]=[CH:23][CH:22]=[CH:21][CH:20]=1)[C:15]1[CH:14]=[CH:13][C:12]2[N:8]([CH2:7][C:6]([OH:31])=[O:5])[C:9]([CH2:28][CH2:29][CH3:30])=[N:10][C:11]=2[CH:16]=1)(=[O:27])[CH3:26]. Given the reactants C([O:5][C:6](=[O:31])[CH2:7][N:8]1[C:12]2[CH:13]=[CH:14][C:15]([N:17]([C:25](=[O:27])[CH3:26])[CH2:18][C:19]3[CH:24]=[CH:23][CH:22]=[CH:21][CH:20]=3)=[CH:16][C:11]=2[N:10]=[C:9]1[CH2:28][CH2:29][CH3:30])(C)(C)C.C(O)(C(F)(F)F)=O, predict the reaction product.